Dataset: Forward reaction prediction with 1.9M reactions from USPTO patents (1976-2016). Task: Predict the product of the given reaction. (1) Given the reactants [Si:1]([O:18][C@@H:19]1[CH2:23][CH2:22][N:21]([C:24]2[CH:29]=[CH:28][C:27]([S:30]([NH:33][C:34]3[S:35][CH:36]=[CH:37][N:38]=3)(=[O:32])=[O:31])=[CH:26][CH:25]=2)[C:20]1=[O:39])([C:14]([CH3:17])([CH3:16])[CH3:15])([C:8]1[CH:13]=[CH:12][CH:11]=[CH:10][CH:9]=1)[C:2]1[CH:7]=[CH:6][CH:5]=[CH:4][CH:3]=1.[CH:40](N(CC)C(C)C)([CH3:42])[CH3:41].C(Br)C=C, predict the reaction product. The product is: [CH2:42]([N:33]([C:34]1[S:35][CH:36]=[CH:37][N:38]=1)[S:30]([C:27]1[CH:28]=[CH:29][C:24]([N:21]2[CH2:22][CH2:23][C@@H:19]([O:18][Si:1]([C:14]([CH3:15])([CH3:17])[CH3:16])([C:2]3[CH:7]=[CH:6][CH:5]=[CH:4][CH:3]=3)[C:8]3[CH:9]=[CH:10][CH:11]=[CH:12][CH:13]=3)[C:20]2=[O:39])=[CH:25][CH:26]=1)(=[O:31])=[O:32])[CH:40]=[CH2:41]. (2) Given the reactants [C:1]([C:5]1[CH:6]=[C:7]2[C:12](=[C:13]([F:15])[CH:14]=1)[C:11](=[O:16])[N:10]([C:17]1[N:24]=[CH:23][CH:22]=[C:21]([C:25]3[CH:30]=[C:29]([NH:31][C:32]4[CH:37]=[CH:36][C:35]([C:38]([N:40]5[CH2:45][CH2:44][O:43][CH2:42][C@@H:41]5[CH3:46])=[O:39])=[CH:34][N:33]=4)[C:28](=[O:47])[N:27]([CH3:48])[CH:26]=3)[C:18]=1[CH:19]=[O:20])[N:9]=[CH:8]2)([CH3:4])([CH3:3])[CH3:2].[BH4-].[Na+], predict the reaction product. The product is: [C:1]([C:5]1[CH:6]=[C:7]2[C:12](=[C:13]([F:15])[CH:14]=1)[C:11](=[O:16])[N:10]([C:17]1[C:18]([CH2:19][OH:20])=[C:21]([C:25]3[CH:30]=[C:29]([NH:31][C:32]4[CH:37]=[CH:36][C:35]([C:38]([N:40]5[CH2:45][CH2:44][O:43][CH2:42][C@@H:41]5[CH3:46])=[O:39])=[CH:34][N:33]=4)[C:28](=[O:47])[N:27]([CH3:48])[CH:26]=3)[CH:22]=[CH:23][N:24]=1)[N:9]=[CH:8]2)([CH3:3])([CH3:2])[CH3:4]. (3) Given the reactants [Cl:1][C:2]1[C:7]([NH:8][CH2:9][CH:10]2[CH2:12][CH:11]2[C:13]2[CH:18]=[CH:17][C:16]([F:19])=[CH:15][CH:14]=2)=[CH:6][N:5]=[N:4][C:3]=1[NH:20][NH:21][C:22](=O)[CH2:23][CH:24]1[CH2:26][CH2:25]1.P(Cl)(Cl)(Cl)=O, predict the reaction product. The product is: [Cl:1][C:2]1[C:3]2[N:4]([C:22]([CH2:23][CH:24]3[CH2:26][CH2:25]3)=[N:21][N:20]=2)[N:5]=[CH:6][C:7]=1[NH:8][CH2:9][CH:10]1[CH2:12][CH:11]1[C:13]1[CH:18]=[CH:17][C:16]([F:19])=[CH:15][CH:14]=1.